Dataset: Forward reaction prediction with 1.9M reactions from USPTO patents (1976-2016). Task: Predict the product of the given reaction. (1) Given the reactants [OH-:1].[K+].[CH3:3][O:4][C:5]1[CH:6]=[C:7]2[C:12](=[CH:13][CH:14]=1)[CH:11]=[C:10]([C:15]1[C:23]3[C:18](=[CH:19][CH:20]=[C:21]([C:24]#N)[CH:22]=3)[N:17]([CH:26]3[CH2:31][CH2:30][CH2:29][CH2:28][O:27]3)[N:16]=1)[CH:9]=[CH:8]2.[OH2:32], predict the reaction product. The product is: [CH3:3][O:4][C:5]1[CH:6]=[C:7]2[C:12](=[CH:13][CH:14]=1)[CH:11]=[C:10]([C:15]1[C:23]3[C:18](=[CH:19][CH:20]=[C:21]([C:24]([OH:32])=[O:1])[CH:22]=3)[N:17]([CH:26]3[CH2:31][CH2:30][CH2:29][CH2:28][O:27]3)[N:16]=1)[CH:9]=[CH:8]2. (2) Given the reactants C(=O)([O-])O.[Na+].[CH3:6][O:7][C:8]1[CH:17]=[CH:16][C:11]([C:12]([O:14][CH3:15])=[O:13])=[C:10](OS(C(F)(F)F)(=O)=O)[CH:9]=1.[F:26][C:27]1[CH:32]=[CH:31][C:30](B(O)O)=[CH:29][CH:28]=1, predict the reaction product. The product is: [CH3:6][O:7][C:8]1[CH:17]=[CH:16][C:11]([C:12]([O:14][CH3:15])=[O:13])=[C:10]([C:30]2[CH:31]=[CH:32][C:27]([F:26])=[CH:28][CH:29]=2)[CH:9]=1. (3) Given the reactants [C:1]([C:3]1[CH:8]=[CH:7][C:6]([S:9](Cl)(=[O:11])=[O:10])=[CH:5][CH:4]=1)#[N:2].[CH2:13]([O:15][C:16]1[CH:29]=[CH:28][C:19]([CH2:20][NH:21][CH2:22][C:23]2[O:24][CH:25]=[CH:26][CH:27]=2)=[CH:18][CH:17]=1)[CH3:14].C(N(CC)CC)C, predict the reaction product. The product is: [C:1]([C:3]1[CH:8]=[CH:7][C:6]([S:9]([N:21]([CH2:20][C:19]2[CH:18]=[CH:17][C:16]([O:15][CH2:13][CH3:14])=[CH:29][CH:28]=2)[CH2:22][C:23]2[O:24][CH:25]=[CH:26][CH:27]=2)(=[O:11])=[O:10])=[CH:5][CH:4]=1)#[N:2]. (4) Given the reactants [CH2:1]=[C:2]([C:4]1(C=O)[CH2:9][CH2:8][CH:7]=[CH:6][CH2:5]1)[CH3:3].[CH:12](=[O:16])[CH:13]([CH3:15])[CH3:14].B(F)(F)F.C[CH2:22][O:23]CC, predict the reaction product. The product is: [CH:22]([O:16][CH:12]([CH2:3][C:2](=[C:4]1[CH2:9][CH2:8][CH:7]=[CH:6][CH2:5]1)[CH3:1])[CH:13]([CH3:15])[CH3:14])=[O:23]. (5) Given the reactants [Mg:1].II.[CH3:4][C:5]1[C:10]([CH2:11][S+:12]([O-:22])[C:13]2[NH:14][C:15]3[CH:16]=[CH:17][CH:18]=[CH:19][C:20]=3[N:21]=2)=[N:9][CH:8]=[CH:7][C:6]=1[O:23][CH2:24][CH2:25][CH2:26][O:27][CH3:28], predict the reaction product. The product is: [CH3:4][C:5]1[C:10]([CH2:11][S+:12]([O-:22])[C:13]2[NH:14][C:15]3[CH:16]=[CH:17][CH:18]=[CH:19][C:20]=3[N:21]=2)=[N:9][CH:8]=[CH:7][C:6]=1[O:23][CH2:24][CH2:25][CH2:26][O:27][CH3:28].[Mg:1].